From a dataset of Reaction yield outcomes from USPTO patents with 853,638 reactions. Predict the reaction yield, written as a fraction of the theoretical maximum amount of product (1.0 means a 100% yield; for example, 0.34 means a 34% yield). (1) The reactants are [CH2:1]([O:3][C:4]([C:6]1[N:7]([C:19]2[CH:24]=[CH:23][C:22]([O:25][CH:26]([CH3:28])[CH3:27])=[CH:21][CH:20]=2)[C:8]2[C:13]([CH:14]=1)=[CH:12][C:11]([O:15][C:16](=[O:18])[CH3:17])=[CH:10][CH:9]=2)=[O:5])[CH3:2].C(=O)=O.C([O-])(O)=O.[Na+].C(Cl)[Cl:38]. No catalyst specified. The product is [CH2:1]([O:3][C:4]([C:6]1[N:7]([C:19]2[CH:20]=[CH:21][C:22]([O:25][CH:26]([CH3:27])[CH3:28])=[CH:23][CH:24]=2)[C:8]2[C:13]([C:14]=1[Cl:38])=[CH:12][C:11]([O:15][C:16](=[O:18])[CH3:17])=[CH:10][CH:9]=2)=[O:5])[CH3:2]. The yield is 0.820. (2) The reactants are [F:1][C:2]1[CH:3]=[C:4]([C:9]2[C:18]([N:19]3[CH2:23][CH2:22][CH2:21][C@@H:20]3[CH3:24])=[N:17][C:16]3[C:11](=[CH:12][CH:13]=[C:14]([C:25]([O:27]C)=[O:26])[CH:15]=3)[N:10]=2)[CH:5]=[CH:6][C:7]=1[F:8].[OH-].[Na+].Cl. The catalyst is CO.O. The product is [F:1][C:2]1[CH:3]=[C:4]([C:9]2[C:18]([N:19]3[CH2:23][CH2:22][CH2:21][C@@H:20]3[CH3:24])=[N:17][C:16]3[C:11](=[CH:12][CH:13]=[C:14]([C:25]([OH:27])=[O:26])[CH:15]=3)[N:10]=2)[CH:5]=[CH:6][C:7]=1[F:8]. The yield is 0.580. (3) The reactants are [CH2:1]([C:3]([CH2:8][OH:9])([CH2:6][OH:7])[CH2:4][CH3:5])[OH:2].[SH:10][CH:11](C)[CH2:12][C:13]([OH:15])=[O:14].O.[C:18]1(C)C=C[C:21]([S:24](O)(=O)=O)=[CH:20][CH:19]=1.[C:29](=[O:32])([O-])[OH:30].[Na+]. The catalyst is C1(C)C=CC=CC=1. The product is [SH:10][CH2:11][CH:12]([CH3:1])[C:13]([OH:15])=[O:14].[SH:24][CH2:21][CH:20]([CH3:19])[C:29]([OH:30])=[O:32].[SH:10][CH2:11][CH:12]([CH3:18])[C:13]([OH:15])=[O:14].[CH2:1]([C:3]([CH2:8][OH:9])([CH2:6][OH:7])[CH2:4][CH3:5])[OH:2]. The yield is 0.640. (4) The reactants are [NH2:1][C:2]1[CH:7]=[CH:6][C:5]([C:8]2([C:11]([O:13][CH3:14])=[O:12])[CH2:10][CH2:9]2)=[CH:4][CH:3]=1.C1C(=O)N([Br:22])C(=O)C1.O. The catalyst is C(#N)C. The product is [NH2:1][C:2]1[CH:3]=[CH:4][C:5]([C:8]2([C:11]([O:13][CH3:14])=[O:12])[CH2:10][CH2:9]2)=[CH:6][C:7]=1[Br:22]. The yield is 0.780. (5) The reactants are [CH3:1][C:2]1([CH3:31])[CH2:10][C:9]2[N:8]([C:11]3[CH:18]=[CH:17][C:14]([C:15]#[N:16])=[C:13]([NH:19][CH:20]4[CH2:25][CH2:24][O:23][CH2:22][CH2:21]4)[CH:12]=3)[N:7]=[C:6]([C:26]([F:29])([F:28])[F:27])[C:5]=2[C:4](=[O:30])[CH2:3]1.[OH-:32].[Na+].OO. The catalyst is C(O)C.CS(C)=O.O. The product is [CH3:1][C:2]1([CH3:31])[CH2:10][C:9]2[N:8]([C:11]3[CH:18]=[CH:17][C:14]([C:15]([NH2:16])=[O:32])=[C:13]([NH:19][CH:20]4[CH2:25][CH2:24][O:23][CH2:22][CH2:21]4)[CH:12]=3)[N:7]=[C:6]([C:26]([F:28])([F:29])[F:27])[C:5]=2[C:4](=[O:30])[CH2:3]1. The yield is 0.980.